From a dataset of NCI-60 drug combinations with 297,098 pairs across 59 cell lines. Regression. Given two drug SMILES strings and cell line genomic features, predict the synergy score measuring deviation from expected non-interaction effect. (1) Cell line: U251. Synergy scores: CSS=61.8, Synergy_ZIP=-0.599, Synergy_Bliss=-0.656, Synergy_Loewe=1.73, Synergy_HSA=4.87. Drug 2: CCC1=C2CN3C(=CC4=C(C3=O)COC(=O)C4(CC)O)C2=NC5=C1C=C(C=C5)O. Drug 1: COC1=CC(=CC(=C1O)OC)C2C3C(COC3=O)C(C4=CC5=C(C=C24)OCO5)OC6C(C(C7C(O6)COC(O7)C8=CC=CS8)O)O. (2) Drug 1: COC1=C(C=C2C(=C1)N=CN=C2NC3=CC(=C(C=C3)F)Cl)OCCCN4CCOCC4. Drug 2: CC1C(C(=O)NC(C(=O)N2CCCC2C(=O)N(CC(=O)N(C(C(=O)O1)C(C)C)C)C)C(C)C)NC(=O)C3=C4C(=C(C=C3)C)OC5=C(C(=O)C(=C(C5=N4)C(=O)NC6C(OC(=O)C(N(C(=O)CN(C(=O)C7CCCN7C(=O)C(NC6=O)C(C)C)C)C)C(C)C)C)N)C. Cell line: UO-31. Synergy scores: CSS=36.3, Synergy_ZIP=6.20, Synergy_Bliss=6.83, Synergy_Loewe=5.81, Synergy_HSA=5.85.